From a dataset of Acute oral toxicity (LD50) regression data from Zhu et al.. Regression/Classification. Given a drug SMILES string, predict its toxicity properties. Task type varies by dataset: regression for continuous values (e.g., LD50, hERG inhibition percentage) or binary classification for toxic/non-toxic outcomes (e.g., AMES mutagenicity, cardiotoxicity, hepatotoxicity). Dataset: ld50_zhu. (1) The molecule is CN1CSC(=S)N(C)C1. The rat oral LD50 is 2.71, given as -log10 of the dose in mol/kg body weight (higher means more acutely toxic). (2) The molecule is CO. The rat oral LD50 is 0.755, given as -log10 of the dose in mol/kg body weight (higher means more acutely toxic). (3) The molecule is CCOP(=S)(OCC)Oc1ccc(N)cc1. The rat oral LD50 is 2.76, given as -log10 of the dose in mol/kg body weight (higher means more acutely toxic). (4) The compound is CON(C(=O)c1cc(C)oc1C)C1CCCCC1. The rat oral LD50 is 1.82, given as -log10 of the dose in mol/kg body weight (higher means more acutely toxic). (5) The compound is CCOc1nnc(CSP(=S)(OC)OC)s1. The rat oral LD50 is 2.59, given as -log10 of the dose in mol/kg body weight (higher means more acutely toxic).